This data is from Catalyst prediction with 721,799 reactions and 888 catalyst types from USPTO. The task is: Predict which catalyst facilitates the given reaction. (1) Reactant: [CH2:1]([O:8][N:9]1[C:15](=[O:16])[N:14]2[CH2:17][C@H:10]1[CH2:11][CH2:12][C@H:13]2[C:18]([OH:20])=O)[C:2]1[CH:7]=[CH:6][CH:5]=[CH:4][CH:3]=1.[NH2:21][O:22][CH:23]1[CH2:28][CH2:27][CH2:26][CH2:25][CH2:24]1.ON1C2C=CC=CC=2N=N1.Cl.C(N=C=NCCCN(C)C)C. Product: [CH2:1]([O:8][N:9]1[C:15](=[O:16])[N:14]2[CH2:17][C@H:10]1[CH2:11][CH2:12][C@H:13]2[C:18]([NH:21][O:22][CH:23]1[CH2:28][CH2:27][CH2:26][CH2:25][CH2:24]1)=[O:20])[C:2]1[CH:3]=[CH:4][CH:5]=[CH:6][CH:7]=1. The catalyst class is: 2. (2) Reactant: [C:1]([C:4]1[CH:5]=[CH:6][C:7]([OH:32])=[C:8]([S:10]([NH:13][CH2:14][CH2:15][C:16]2[CH:28]=[CH:27][C:26]([CH:29]([CH3:31])[CH3:30])=[CH:25][C:17]=2[O:18][CH2:19][C:20]([O:22][CH2:23][CH3:24])=[O:21])(=[O:12])=[O:11])[CH:9]=1)(=[NH:3])N.C([N:36](CC)C(C)C)(C)C.[CH2:42](Br)[C:43]1[CH:48]=[CH:47][CH:46]=[CH:45][CH:44]=1.[CH3:50][C:51]([CH3:70])([CH3:69])[C:52]([O:54][CH2:55][O:56][C:57](OC1C=CC([N+]([O-])=O)=CC=1)=[O:58])=O.[Cl-].[Na+].[OH2:73]. Product: [CH3:50][C:51]([CH3:70])([CH3:69])[C:52]([O:54][CH:55]([NH2:36])[O:56][C:57](=[O:58])[N:3]=[CH:1][C:4]1[CH:5]=[CH:6][C:7]([O:32][CH2:42][C:43]2[CH:48]=[CH:47][CH:46]=[CH:45][CH:44]=2)=[C:8]([S:10](=[O:12])(=[O:11])[NH:13][CH2:14][CH2:15][C:16]2[CH:28]=[CH:27][C:26]([CH:29]([CH3:30])[CH3:31])=[CH:25][C:17]=2[O:18][CH2:19][C:20]([O:22][CH2:23][CH3:24])=[O:21])[CH:9]=1)=[O:73]. The catalyst class is: 35. (3) Reactant: [F:1][C:2]1[CH:10]=[CH:9][C:8]([CH2:11][C:12]2[C:21]3[C:16](=[CH:17][CH:18]=[CH:19][CH:20]=3)[C:15](=[O:22])[NH:14][N:13]=2)=[CH:7][C:3]=1[C:4]([OH:6])=O.[NH:23]1[CH2:28][CH2:27][CH:26]([O:29][CH2:30][CH2:31][N:32]2[CH2:37][CH2:36][O:35][CH2:34][CH2:33]2)[CH2:25][CH2:24]1.CCN(C(C)C)C(C)C. Product: [F:1][C:2]1[CH:10]=[CH:9][C:8]([CH2:11][C:12]2[C:21]3[C:16](=[CH:17][CH:18]=[CH:19][CH:20]=3)[C:15](=[O:22])[NH:14][N:13]=2)=[CH:7][C:3]=1[C:4]([N:23]1[CH2:24][CH2:25][CH:26]([O:29][CH2:30][CH2:31][N:32]2[CH2:37][CH2:36][O:35][CH2:34][CH2:33]2)[CH2:27][CH2:28]1)=[O:6]. The catalyst class is: 3. (4) Reactant: [CH3:1][Mg]Br.[CH3:4][C:5]([CH3:36])([CH3:35])[CH2:6][C:7]1[N:8]=[C:9]([C:18](=[O:34])[CH:19]([F:33])[C:20]2[CH:25]=[CH:24][C:23]([C:26]3[CH:31]=[CH:30][C:29]([F:32])=[CH:28][N:27]=3)=[CH:22][CH:21]=2)[N:10]([S:12]([N:15]([CH3:17])[CH3:16])(=[O:14])=[O:13])[CH:11]=1. Product: [CH3:4][C:5]([CH3:36])([CH3:35])[CH2:6][C:7]1[N:8]=[C:9]([C:18]([OH:34])([CH3:1])[CH:19]([F:33])[C:20]2[CH:25]=[CH:24][C:23]([C:26]3[CH:31]=[CH:30][C:29]([F:32])=[CH:28][N:27]=3)=[CH:22][CH:21]=2)[N:10]([S:12]([N:15]([CH3:16])[CH3:17])(=[O:14])=[O:13])[CH:11]=1. The catalyst class is: 7. (5) Reactant: [C:1]([O:5][C:6]([NH:8][CH2:9][CH:10]1[CH2:15][CH2:14][N:13]([CH2:16][C:17]2([C:21]([O:23]CC)=[O:22])[CH2:20][CH2:19][CH2:18]2)[CH2:12][CH2:11]1)=[O:7])([CH3:4])([CH3:3])[CH3:2].[OH-].[Na+].Cl. Product: [C:1]([O:5][C:6]([NH:8][CH2:9][CH:10]1[CH2:11][CH2:12][N:13]([CH2:16][C:17]2([C:21]([OH:23])=[O:22])[CH2:18][CH2:19][CH2:20]2)[CH2:14][CH2:15]1)=[O:7])([CH3:4])([CH3:2])[CH3:3]. The catalyst class is: 14.